This data is from Drug-target binding data from BindingDB using IC50 measurements. The task is: Regression. Given a target protein amino acid sequence and a drug SMILES string, predict the binding affinity score between them. We predict pIC50 (pIC50 = -log10(IC50 in M); higher means more potent). Dataset: bindingdb_ic50. (1) The small molecule is Cc1ccc(-n2[nH]c(C)c(C3(C(F)(F)F)C(=O)N(c4ccccc4)C4=C3C(=O)CC(C)(C)C4)c2=O)cc1. The target protein (Q9HB03) has sequence MVTAMNVSHEVNQLFQPYNFELSKDMRPFFEEYWATSFPIALIYLVLIAVGQNYMKERKGFNLQGPLILWSFCLAIFSILGAVRMWGIMGTVLLTGGLKQTVCFINFIDNSTVKFWSWVFLLSKVIELGDTAFIILRKRPLIFIHWYHHSTVLVYTSFGYKNKVPAGGWFVTMNFGVHAIMYTYYTLKAANVKPPKMLPMLITSLQILQMFVGAIVSILTYIWRQDQGCHTTMEHLFWSFILYMTYFILFAHFFCQTYIRPKVKAKTKSQ. The pIC50 is 6.4. (2) The compound is CN(CCN)Cc1ccccc1Sc1ccccc1Cl. The target protein (Q63009) has sequence MAAAEAANCIMEVSCGQAESSEKPNAEDMTSKDYYFDSYAHFGIHEEMLKDEVRTLTYRNSMFHNRHLFKDKVVLDVGSGTGILCMFAAKAGARKVIGIECSSISDYAVKIVKANKLDHVVTIIKGKVEEVELPVEKVDIIISEWMGYCLFYESMLNTVLHARDKWLAPDGLIFPDRATLYVTAIEDRQYKDYKIHWWENVYGFDMSCIKDVAIKEPLVDVVDPKQLVTNACLIKEVDIYTVKVEDLTFTSPFCLQVKRNDYVHALVAYFNIEFTRCHKRTGFSTSPESPYTHWKQTVFYMEDYLTVKTGEEIFGTIGMRPNAKNNRDLDFTIDLDFKGQLCELSCSTDYRMR. The pIC50 is 8.3. (3) The drug is CN(C)C(=O)n1nnc(CNC(=O)CCCCCCc2ccccc2)n1. The target protein (Q9Y4D2) has sequence MPGIVVFRRRWSVGSDDLVLPAIFLFLLHTTWFVILSVVLFGLVYNPHEACSLNLVDHGRGYLGILLSCMIAEMAIIWLSMRGGILYTEPRDSMQYVLYVRLAILVIEFIYAIVGIVWLTQYYTSCNDLTAKNVTLGMVVCNWVVILSVCITVLCVFDPTGRTFVKLRATKRRQRNLRTYNLRHRLEEGQATSWSRRLKVFLCCTRTKDSQSDAYSEIAYLFAEFFRDLDIVPSDIIAGLVLLRQRQRAKRNAVLDEANNDILAFLSGMPVTRNTKYLDLKNSQEMLRYKEVCYYMLFALAAYGWPMYLMRKPACGLCQLARSCSCCLCPARPRFAPGVTIEEDNCCGCNAIAIRRHFLDENMTAVDIVYTSCHDAVYETPFYVAVDHDKKKVVISIRGTLSPKDALTDLTGDAERLPVEGHHGTWLGHKGMVLSAEYIKKKLEQEMVLSQAFGRDLGRGTKHYGLIVVGHSLGAGTAAILSFLLRPQYPTLKCFAYSPP.... The pIC50 is 5.0. (4) The drug is COC(=O)C1C(=C(CC=Cc2ccccc2)C(=O)O)O[C@@H]2CC(=O)N12. The target protein (P62593) has sequence MSIQHFRVALIPFFAAFCLPVFAHPETLVKVKDAEDQLGARVGYIELDLNSGKILESFRPEERFPMMSTFKVLLCGAVLSRVDAGQEQLGRRIHYSQNDLVEYSPVTEKHLTDGMTVRELCSAAITMSDNTAANLLLTTIGGPKELTAFLHNMGDHVTRLDRWEPELNEAIPNDERDTTMPAAMATTLRKLLTGELLTLASRQQLIDWMEADKVAGPLLRSALPAGWFIADKSGAGERGSRGIIAALGPDGKPSRIVVIYTTGSQATMDERNRQIAEIGASLIKHW. The pIC50 is 7.7. (5) The small molecule is CC(C)C[C@H](NC(=O)[C@@H](N)Cc1cnc[nH]1)C(=O)N[C@@H](C)C(=O)N[C@@H](CC(C)C)C(=O)N[C@@H](C)C(=O)N[C@@H](CCCNC(=N)N)C(=O)O. The target protein (Q16581) has sequence MASFSAETNSTDLLSQPWNEPPVILSMVILSLTFLLGLPGNGLVLWVAGLKMQRTVNTIWFLHLTLADLLCCLSLPFSLAHLALQGQWPYGRFLCKLIPSIIVLNMFASVFLLTAISLDRCLVVFKPIWCQNHRNVGMACSICGCIWVVAFVMCIPVFVYREIFTTDNHNRCGYKFGLSSSLDYPDFYGDPLENRSLENIVQPPGEMNDRLDPSSFQTNDHPWTVPTVFQPQTFQRPSADSLPRGSARLTSQNLYSNVFKPADVVSPKIPSGFPIEDHETSPLDNSDAFLSTHLKLFPSASSNSFYESELPQGFQDYYNLGQFTDDDQVPTPLVAITITRLVVGFLLPSVIMIACYSFIVFRMQRGRFAKSQSKTFRVAVVVVAVFLVCWTPYHIFGVLSLLTDPETPLGKTLMSWDHVCIALASANSCFNPFLYALLGKDFRKKARQSIQGILEAAFSEELTRSTHCPSNNVISERNSTTV. The pIC50 is 5.2. (6) The small molecule is CN(C1=C(NC(=O)c2ccccc2)C(=O)c2ccccc2C1=O)C1CCS(=O)(=O)C1. The target protein (P9WHJ3) has sequence MTQTPDREKALELAVAQIEKSYGKGSVMRLGDEARQPISVIPTGSIALDVALGIGGLPRGRVIEIYGPESSGKTTVALHAVANAQAAGGVAAFIDAEHALDPDYAKKLGVDTDSLLVSQPDTGEQALEIADMLIRSGALDIVVIDSVAALVPRAELEGEMGDSHVGLQARLMSQALRKMTGALNNSGTTAIFINQLRDKIGVMFGSPETTTGGKALKFYASVRMDVRRVETLKDGTNAVGNRTRVKVVKNKCLAEGTRIFDPVTGTTHRIEDVVDGRKPIHVVAAAKDGTLHARPVVSWFDQGTRDVIGLRIAGGAIVWATPDHKVLTEYGWRAAGELRKGDRVAQPRRFDGFGDSAPIPADHARLLGYLIGDGRDGWVGGKTPINFINVQRALIDDVTRIAATLGCAAHPQGRISLAIAHRPGERNGVADLCQQAGIYGKLAWEKTIPNWFFEPDIAADIVGNLLFGLFESDGWVSREQTGALRVGYTTTSEQLAHQIH.... The pIC50 is 4.0.